From a dataset of Forward reaction prediction with 1.9M reactions from USPTO patents (1976-2016). Predict the product of the given reaction. (1) Given the reactants [Cl:1][C:2]1[C:3]2[N:4]([CH:27]=[N:28][CH:29]=2)[C:5]([N:20]2[CH2:24][CH2:23][C@@H:22]([O:25]C)[CH2:21]2)=[C:6]([CH:8]([NH:10][C:11]2[N:19]=[CH:18][N:17]=[C:16]3[C:12]=2[N:13]=[CH:14][NH:15]3)[CH3:9])[CH:7]=1.B(Br)(Br)Br, predict the reaction product. The product is: [Cl:1][C:2]1[C:3]2[N:4]([CH:27]=[N:28][CH:29]=2)[C:5]([N:20]2[CH2:24][CH2:23][C@@H:22]([OH:25])[CH2:21]2)=[C:6]([CH:8]([NH:10][C:11]2[N:19]=[CH:18][N:17]=[C:16]3[C:12]=2[N:13]=[CH:14][NH:15]3)[CH3:9])[CH:7]=1. (2) Given the reactants C1(C(=[N:14][CH:15]([C@H:21]([CH2:29][O:30][CH3:31])[CH2:22][CH:23]([CH3:28])[CH2:24][CH2:25][CH:26]=[CH2:27])[C:16]([O:18][CH2:19][CH3:20])=[O:17])C2C=CC=CC=2)C=CC=CC=1.Cl, predict the reaction product. The product is: [NH2:14][CH:15]([C@H:21]([CH2:29][O:30][CH3:31])[CH2:22][CH:23]([CH3:28])[CH2:24][CH2:25][CH:26]=[CH2:27])[C:16]([O:18][CH2:19][CH3:20])=[O:17]. (3) Given the reactants C[O:2][C:3](=[O:19])[CH2:4][O:5][C:6]1[CH:11]=[CH:10][C:9]([S:12]([C:15]([Br:18])([Br:17])[Br:16])(=[O:14])=[O:13])=[CH:8][CH:7]=1.[OH-].[Na+].Cl, predict the reaction product. The product is: [Br:17][C:15]([Br:16])([Br:18])[S:12]([C:9]1[CH:8]=[CH:7][C:6]([O:5][CH2:4][C:3]([OH:19])=[O:2])=[CH:11][CH:10]=1)(=[O:13])=[O:14]. (4) Given the reactants [Cl:1][C:2]1[CH:3]=[C:4]([S:9]([N:12]2[C:20]3[C:15](=[CH:16][CH:17]=[C:18]([C:21]([NH:23][C:24]4[CH:32]=[CH:31][C:27]([C:28]([OH:30])=[O:29])=[C:26]([F:33])[CH:25]=4)=[O:22])[CH:19]=3)[CH2:14][CH2:13]2)(=[O:11])=[O:10])[CH:5]=[CH:6][C:7]=1[Cl:8].Cl[C:35]1C=C(S(Cl)(=O)=O)C=C[C:40]=1Cl, predict the reaction product. The product is: [CH2:35]([O:29][C:28](=[O:30])[C:27]1[CH:31]=[CH:32][C:24]([NH:23][C:21]([C:18]2[CH:19]=[C:20]3[C:15]([CH2:14][CH2:13][N:12]3[S:9]([C:4]3[CH:5]=[CH:6][C:7]([Cl:8])=[C:2]([Cl:1])[CH:3]=3)(=[O:11])=[O:10])=[CH:16][CH:17]=2)=[O:22])=[CH:25][C:26]=1[F:33])[CH3:40]. (5) Given the reactants Cl[C:2]1[C:3]2[C:4](=[CH:13][N:14](CC3C=CC(OC)=CC=3)[N:15]=2)[N:5]=[C:6]([C:8]2[S:9][CH:10]=[CH:11][CH:12]=2)[N:7]=1.[NH2:25][C:26]1[CH:31]=[CH:30][C:29]([C:32]([N:34]2[CH2:39][CH2:38][O:37][CH2:36][CH2:35]2)=O)=[CH:28][CH:27]=1.Cl, predict the reaction product. The product is: [O:37]1[CH2:36][CH2:35][N:34]([CH2:32][C:29]2[CH:30]=[CH:31][C:26]([NH:25][C:2]3[C:3]4[NH:15][N:14]=[CH:13][C:4]=4[N:5]=[C:6]([C:8]4[S:9][CH:10]=[CH:11][CH:12]=4)[N:7]=3)=[CH:27][CH:28]=2)[CH2:39][CH2:38]1. (6) Given the reactants Cl.N1CCC[C@H](C(OCC)=O)C1.BrC1C=CC=CC=1.[CH3:20][C:21](C)([O-:23])[CH3:22].[K+].CS(C)=O.[C:30]1([N:36]2[CH2:41][CH2:40][CH2:39][C@H:38]([C:42]([OH:44])=O)[CH2:37]2)[CH:35]=[CH:34][CH:33]=[CH:32][CH:31]=1.F[P-](F)(F)(F)(F)F.[N:52]1(O[P+](N(C)C)(N(C)C)N(C)C)[C:56]2[CH:57]=CC=C[C:55]=2N=N1, predict the reaction product. The product is: [O:23]=[C:21]1[CH2:22][CH2:57][CH:56]([NH:52][C:42]([C@H:38]2[CH2:39][CH2:40][CH2:41][N:36]([C:30]3[CH:31]=[CH:32][CH:33]=[CH:34][CH:35]=3)[CH2:37]2)=[O:44])[CH2:55][CH2:20]1. (7) The product is: [CH3:64][O:63][C:62]([NH:61][C@@H:57]([CH:58]([CH3:60])[CH3:59])[C:56]([N:52]1[CH2:53][CH2:54][CH2:55][C@H:51]1[C:49]1[NH:50][C:46]([C:41]2[CH:42]=[C:43]3[C:38](=[CH:39][CH:40]=2)[CH:37]=[C:36]([C:9]2[CH:10]=[C:11]4[C:31](=[CH:32][CH:33]=2)[C:15]2[NH:16][C:17]([C@@H:19]5[CH2:23][CH2:22][CH2:21][N:20]5[C:24]([O:26][C:27]([CH3:28])([CH3:29])[CH3:30])=[O:25])=[N:18][C:14]=2[CH2:13][CH2:12]4)[CH:45]=[CH:44]3)=[CH:47][N:48]=1)=[O:66])=[O:65]. Given the reactants CC1(C)C(C)(C)OB([C:9]2[CH:10]=[C:11]3[C:31](=[CH:32][CH:33]=2)[C:15]2[NH:16][C:17]([C@@H:19]4[CH2:23][CH2:22][CH2:21][N:20]4[C:24]([O:26][C:27]([CH3:30])([CH3:29])[CH3:28])=[O:25])=[N:18][C:14]=2[CH2:13][CH2:12]3)O1.Br[C:36]1[CH:37]=[C:38]2[C:43](=[CH:44][CH:45]=1)[CH:42]=[C:41]([C:46]1[NH:50][C:49]([C@@H:51]3[CH2:55][CH2:54][CH2:53][N:52]3[C:56](=[O:66])[C@@H:57]([NH:61][C:62](=[O:65])[O:63][CH3:64])[CH:58]([CH3:60])[CH3:59])=[N:48][CH:47]=1)[CH:40]=[CH:39]2.C([O-])([O-])=O.[K+].[K+], predict the reaction product. (8) Given the reactants [NH2:1][C:2]1[CH:3]=[C:4]([CH:34]=[CH:35][CH:36]=1)[C:5]([NH:7][C:8]1[C:13]([Br:14])=[CH:12][C:11]([C:15]([C:26]2[CH:31]=[CH:30][C:29]([Cl:32])=[CH:28][CH:27]=2)([N:20]2[CH:24]=[C:23]([Cl:25])[CH:22]=[N:21]2)[C:16]([F:19])([F:18])[F:17])=[CH:10][C:9]=1[Br:33])=[O:6].N1C=CC=CC=1.[Cl:43][C:44]1[N:52]=[CH:51][CH:50]=[CH:49][C:45]=1[C:46](Cl)=[O:47].O, predict the reaction product. The product is: [Cl:43][C:44]1[C:45]([C:46]([NH:1][C:2]2[CH:36]=[CH:35][CH:34]=[C:4]([C:5](=[O:6])[NH:7][C:8]3[C:13]([Br:14])=[CH:12][C:11]([C:15]([C:26]4[CH:31]=[CH:30][C:29]([Cl:32])=[CH:28][CH:27]=4)([N:20]4[CH:24]=[C:23]([Cl:25])[CH:22]=[N:21]4)[C:16]([F:17])([F:18])[F:19])=[CH:10][C:9]=3[Br:33])[CH:3]=2)=[O:47])=[CH:49][CH:50]=[CH:51][N:52]=1.